This data is from Reaction yield outcomes from USPTO patents with 853,638 reactions. The task is: Predict the reaction yield, written as a fraction of the theoretical maximum amount of product (1.0 means a 100% yield; for example, 0.34 means a 34% yield). (1) The reactants are [CH3:1][N:2]1[CH2:7][CH2:6][N:5]([C:8]2[CH:20]=[CH:19][C:11]([C:12]([O:14][C:15]([CH3:18])([CH3:17])[CH3:16])=[O:13])=[C:10]([NH:21][CH:22]3[CH2:27][CH2:26][N:25]([CH3:28])[CH2:24][CH2:23]3)[CH:9]=2)[CH2:4][CH2:3]1.C(N(CC)CC)C.[F:36][C:37]([F:48])([F:47])[C:38](O[C:38](=[O:39])[C:37]([F:48])([F:47])[F:36])=[O:39]. The catalyst is ClCCl. The product is [CH3:1][N:2]1[CH2:3][CH2:4][N:5]([C:8]2[CH:20]=[CH:19][C:11]([C:12]([O:14][C:15]([CH3:18])([CH3:17])[CH3:16])=[O:13])=[C:10]([N:21]([CH:22]3[CH2:27][CH2:26][N:25]([CH3:28])[CH2:24][CH2:23]3)[C:38](=[O:39])[C:37]([F:48])([F:47])[F:36])[CH:9]=2)[CH2:6][CH2:7]1. The yield is 0.930. (2) The reactants are CO.[O:3]=[C:4]([N:18]1[CH2:23][CH2:22][N:21]2[C:24]([C:27]([F:30])([F:29])[F:28])=[N:25][N:26]=[C:20]2[CH2:19]1)[CH2:5][CH:6]([NH2:17])[CH2:7][C:8]1[CH:13]=[C:12]([F:14])[C:11]([F:15])=[CH:10][C:9]=1[F:16].[C:31]1([CH3:54])[CH:36]=[CH:35][C:34]([C@@:37]([C:51]([OH:53])=[O:52])([OH:50])[C@@:38]([C:43]2[CH:48]=[CH:47][C:46]([CH3:49])=[CH:45][CH:44]=2)([OH:42])[C:39]([OH:41])=[O:40])=[CH:33][CH:32]=1. The catalyst is O. The product is [CH:13]1[C:8]([CH2:7][C@@H:6]([NH2:17])[CH2:5][C:4]([N:18]2[CH2:19][C:20]3=[N:26][N:25]=[C:24]([C:27]([F:30])([F:29])[F:28])[N:21]3[CH2:22][CH2:23]2)=[O:3])=[C:9]([F:16])[CH:10]=[C:11]([F:15])[C:12]=1[F:14].[C:31]1([CH3:54])[CH:36]=[CH:35][C:34]([C@@:37]([C:51]([O-:53])=[O:52])([OH:50])[C@@:38]([C:43]2[CH:48]=[CH:47][C:46]([CH3:49])=[CH:45][CH:44]=2)([OH:42])[C:39]([O-:41])=[O:40])=[CH:33][CH:32]=1. The yield is 0.663. (3) The reactants are [OH-].[Na+].Br[C:4]([CH3:10])([CH3:9])[C:5]([NH:7][CH3:8])=[O:6].FC(F)(F)C(O)=O.[CH:18]([N:21]1[C:25]([C:26]2[N:35]=[C:34]3[N:28]([CH2:29][CH2:30][O:31][C:32]4[CH:39]=[C:38]([CH:40]5[CH2:45][CH2:44][NH:43][CH2:42][CH2:41]5)[CH:37]=[CH:36][C:33]=43)[CH:27]=2)=[N:24][CH:23]=[N:22]1)([CH3:20])[CH3:19]. The catalyst is [Br-].C([N+](CCCC)(CCCC)CCCC)CCC.C(Cl)Cl. The product is [CH:18]([N:21]1[C:25]([C:26]2[N:35]=[C:34]3[C:33]4[CH:36]=[CH:37][C:38]([CH:40]5[CH2:45][CH2:44][N:43]([C:4]([CH3:10])([CH3:9])[C:5]([NH:7][CH3:8])=[O:6])[CH2:42][CH2:41]5)=[CH:39][C:32]=4[O:31][CH2:30][CH2:29][N:28]3[CH:27]=2)=[N:24][CH:23]=[N:22]1)([CH3:20])[CH3:19]. The yield is 0.410. (4) The yield is 0.842. The reactants are [Cl:1][C:2]1[CH:10]=[C:9]2[C:5]([C:6]([CH:11]=[O:12])=[CH:7][NH:8]2)=[CH:4][C:3]=1[C:13]1[CH:18]=[CH:17][C:16]([CH:19]2[CH2:23][CH2:22][CH2:21][N:20]2[C:24]([O:26][C:27]([CH3:30])([CH3:29])[CH3:28])=[O:25])=[CH:15][CH:14]=1.CC(=CC)C.Cl([O-])=[O:37].[Na+].P([O-])([O-])([O-])=O.[Na+].[Na+].[Na+].S([O-])([O-])=O.[Na+].[Na+]. The product is [C:27]([O:26][C:24]([N:20]1[CH2:21][CH2:22][CH2:23][CH:19]1[C:16]1[CH:17]=[CH:18][C:13]([C:3]2[CH:4]=[C:5]3[C:9](=[CH:10][C:2]=2[Cl:1])[NH:8][CH:7]=[C:6]3[C:11]([OH:37])=[O:12])=[CH:14][CH:15]=1)=[O:25])([CH3:30])([CH3:29])[CH3:28]. The catalyst is C(#N)C.O.C(O)(C)(C)C.